This data is from Reaction yield outcomes from USPTO patents with 853,638 reactions. The task is: Predict the reaction yield, written as a fraction of the theoretical maximum amount of product (1.0 means a 100% yield; for example, 0.34 means a 34% yield). (1) The reactants are F[C:2]1[CH:7]=[CH:6][C:5]([C:8]2[O:9][C:10]3[CH:16]=[CH:15][CH:14]=[CH:13][C:11]=3[N:12]=2)=[CH:4][C:3]=1[N+:17]([O-])=O.C(N(CC)CC)C.[NH2:27][CH2:28][C:29]([N:31]1[CH2:36][CH2:35][O:34][CH2:33][CH2:32]1)=[O:30].[H][H]. The catalyst is C(#N)C.[C].[Pd].O. The product is [N:31]1([C:29]([CH2:28][NH:27][C:2]2[CH:7]=[CH:6][C:5]([C:8]3[O:9][C:10]4[CH:16]=[CH:15][CH:14]=[CH:13][C:11]=4[N:12]=3)=[CH:4][C:3]=2[NH2:17])=[O:30])[CH2:36][CH2:35][O:34][CH2:33][CH2:32]1. The yield is 0.910. (2) The catalyst is ClCCl.O. The yield is 0.880. The product is [CH3:23][C@:20]12[C@@:19]3([CH3:24])[C@@H:10]([C@:11]4([CH3:37])[C@@H:16]([CH2:17][CH2:18]3)[C:15]([CH3:26])([CH3:25])[C:14]([C:27]3[CH:28]=[CH:29][C:30]([C:31]([OH:33])=[O:32])=[CH:35][CH:36]=3)=[CH:13][CH2:12]4)[CH2:9][CH2:8][C@@H:7]1[C@H:6]1[C@H:38]([C:41]([CH3:43])=[CH2:42])[CH2:39][CH2:40][C@:5]1([NH:4][CH2:3][CH2:2][NH:1][S:54]([CH3:53])(=[O:56])=[O:55])[CH2:22][CH2:21]2. The reactants are [NH2:1][CH2:2][CH2:3][NH:4][C@:5]12[CH2:40][CH2:39][C@@H:38]([C:41]([CH3:43])=[CH2:42])[C@@H:6]1[C@@H:7]1[C@@:20]([CH3:23])([CH2:21][CH2:22]2)[C@@:19]2([CH3:24])[C@@H:10]([C@:11]3([CH3:37])[C@@H:16]([CH2:17][CH2:18]2)[C:15]([CH3:26])([CH3:25])[C:14]([C:27]2[CH:36]=[CH:35][C:30]([C:31]([O:33]C)=[O:32])=[CH:29][CH:28]=2)=[CH:13][CH2:12]3)[CH2:9][CH2:8]1.CCN(C(C)C)C(C)C.[CH3:53][S:54](Cl)(=[O:56])=[O:55]. (3) The reactants are [C:1]([O:5][C:6](=[O:17])[NH:7][C@H:8]1[CH2:13][CH2:12][C@H:11]([CH2:14][CH:15]=O)[CH2:10][CH2:9]1)([CH3:4])([CH3:3])[CH3:2].[N:18]1([C:24]2[C:29]3[CH:30]=[CH:31][S:32][C:28]=3[CH:27]=[CH:26][N:25]=2)[CH2:23][CH2:22][NH:21][CH2:20][CH2:19]1.CC(O)=O.C([O-])(O)=O.[Na+]. The catalyst is ClCCCl. The product is [C:1]([O:5][C:6](=[O:17])[NH:7][C@H:8]1[CH2:13][CH2:12][C@H:11]([CH2:14][CH2:15][N:21]2[CH2:22][CH2:23][N:18]([C:24]3[C:29]4[CH:30]=[CH:31][S:32][C:28]=4[CH:27]=[CH:26][N:25]=3)[CH2:19][CH2:20]2)[CH2:10][CH2:9]1)([CH3:4])([CH3:3])[CH3:2]. The yield is 0.720. (4) The reactants are [CH2:1]1[CH2:6][C@H:5]([C:7]([OH:9])=[O:8])[CH2:4][CH2:3][C@H:2]1[CH2:10][NH2:11].[C:12]([O:15][CH:16]([O:20][C:21](ON1C(=O)CCC1=O)=[O:22])[CH:17]([CH3:19])[CH3:18])(=[O:14])[CH3:13]. The catalyst is CC(OC)(C)C.CC(C)=O.O. The product is [C:12]([O:15][CH:16]([O:20][C:21]([NH:11][CH2:10][C@H:2]1[CH2:3][CH2:4][C@H:5]([C:7]([OH:9])=[O:8])[CH2:6][CH2:1]1)=[O:22])[CH:17]([CH3:19])[CH3:18])(=[O:14])[CH3:13]. The yield is 0.280. (5) The product is [Br:1][C:2]([CH3:7])([CH3:6])[C:3]([O:11][CH2:8][CH:9]=[CH2:10])=[O:4]. The catalyst is C1COCC1. The reactants are [Br:1][C:2]([CH3:7])([CH3:6])[C:3](Br)=[O:4].[CH2:8]([OH:11])[CH:9]=[CH2:10].C(N(CC)CC)C. The yield is 0.900. (6) The reactants are [C:1](OO)(=O)[CH3:2].[C:6]([O:14][CH:15]([C:24]1[CH:29]=[CH:28][CH:27]=[CH:26][CH:25]=1)C(=O)C1C=CC=CC=1)(=[O:13])[C:7]1[CH:12]=[CH:11][CH:10]=[CH:9][CH:8]=1.[C:30]([O-:33])([O-])=[O:31].[Na+].[Na+]. The catalyst is ClCCl. The product is [C:30]([O:33][CH:15]([O:14][C:6](=[O:13])[C:7]1[CH:8]=[CH:9][CH:10]=[CH:11][CH:12]=1)[C:24]1[CH:25]=[CH:26][CH:27]=[CH:28][CH:29]=1)(=[O:31])[C:2]1[CH:1]=[CH:9][CH:8]=[CH:7][CH:6]=1. The yield is 0.790.